From a dataset of NCI-60 drug combinations with 297,098 pairs across 59 cell lines. Regression. Given two drug SMILES strings and cell line genomic features, predict the synergy score measuring deviation from expected non-interaction effect. (1) Drug 1: COC1=CC(=CC(=C1O)OC)C2C3C(COC3=O)C(C4=CC5=C(C=C24)OCO5)OC6C(C(C7C(O6)COC(O7)C8=CC=CS8)O)O. Drug 2: CS(=O)(=O)OCCCCOS(=O)(=O)C. Cell line: BT-549. Synergy scores: CSS=21.2, Synergy_ZIP=-4.17, Synergy_Bliss=-3.96, Synergy_Loewe=-23.7, Synergy_HSA=-2.42. (2) Drug 1: CS(=O)(=O)CCNCC1=CC=C(O1)C2=CC3=C(C=C2)N=CN=C3NC4=CC(=C(C=C4)OCC5=CC(=CC=C5)F)Cl. Drug 2: C1=CC=C(C(=C1)C(C2=CC=C(C=C2)Cl)C(Cl)Cl)Cl. Cell line: OVCAR-5. Synergy scores: CSS=3.81, Synergy_ZIP=-0.940, Synergy_Bliss=-0.561, Synergy_Loewe=-5.79, Synergy_HSA=-2.13. (3) Drug 1: C1=NC2=C(N=C(N=C2N1C3C(C(C(O3)CO)O)O)F)N. Drug 2: CC(C)(C#N)C1=CC(=CC(=C1)CN2C=NC=N2)C(C)(C)C#N. Cell line: MDA-MB-231. Synergy scores: CSS=4.87, Synergy_ZIP=-4.35, Synergy_Bliss=-0.758, Synergy_Loewe=-2.41, Synergy_HSA=-1.47. (4) Drug 1: CC1=C(N=C(N=C1N)C(CC(=O)N)NCC(C(=O)N)N)C(=O)NC(C(C2=CN=CN2)OC3C(C(C(C(O3)CO)O)O)OC4C(C(C(C(O4)CO)O)OC(=O)N)O)C(=O)NC(C)C(C(C)C(=O)NC(C(C)O)C(=O)NCCC5=NC(=CS5)C6=NC(=CS6)C(=O)NCCC[S+](C)C)O. Drug 2: C1CN(CCN1C(=O)CCBr)C(=O)CCBr. Cell line: MALME-3M. Synergy scores: CSS=15.2, Synergy_ZIP=-5.71, Synergy_Bliss=-2.73, Synergy_Loewe=-2.15, Synergy_HSA=0.450. (5) Drug 1: CC1=C(C=C(C=C1)C(=O)NC2=CC(=CC(=C2)C(F)(F)F)N3C=C(N=C3)C)NC4=NC=CC(=N4)C5=CN=CC=C5. Drug 2: COC1=NC(=NC2=C1N=CN2C3C(C(C(O3)CO)O)O)N. Cell line: HS 578T. Synergy scores: CSS=-8.11, Synergy_ZIP=2.45, Synergy_Bliss=-1.79, Synergy_Loewe=-9.34, Synergy_HSA=-9.08. (6) Synergy scores: CSS=48.3, Synergy_ZIP=-0.272, Synergy_Bliss=2.22, Synergy_Loewe=-4.64, Synergy_HSA=3.34. Drug 1: COC1=C(C=C2C(=C1)N=CN=C2NC3=CC(=C(C=C3)F)Cl)OCCCN4CCOCC4. Drug 2: C1=CC(=CC=C1CC(C(=O)O)N)N(CCCl)CCCl.Cl. Cell line: MOLT-4.